From a dataset of Forward reaction prediction with 1.9M reactions from USPTO patents (1976-2016). Predict the product of the given reaction. The product is: [Br:1][C:2]1[CH:7]=[CH:6][C:5]([F:8])=[C:4]([CH:9]([O:12][C:13]2[N:18]=[CH:17][C:16]3[C@@H:19]4[C@@H:22]([C:23]([O:25][CH2:26][CH3:27])=[O:24])[C@@H:20]4[CH2:21][C:15]=3[CH:14]=2)[CH3:10])[CH:3]=1. Given the reactants [Br:1][C:2]1[CH:7]=[CH:6][C:5]([F:8])=[C:4]([CH:9](Br)[CH3:10])[CH:3]=1.[OH:12][C:13]1[N:18]=[CH:17][C:16]2[CH:19]3[CH:22]([C:23]([O:25][CH2:26][CH3:27])=[O:24])[CH:20]3[CH2:21][C:15]=2[CH:14]=1, predict the reaction product.